This data is from Forward reaction prediction with 1.9M reactions from USPTO patents (1976-2016). The task is: Predict the product of the given reaction. (1) The product is: [Br:1][C:2]1[CH:3]=[C:4]2[C:8](=[CH:9][CH:10]=1)[C:7](=[O:11])[NH:6][N:14]=[CH:5]2. Given the reactants [Br:1][C:2]1[CH:3]=[C:4]2[C:8](=[CH:9][CH:10]=1)[C:7](=[O:11])[NH:6][CH:5]2O.O.[NH2:14]N, predict the reaction product. (2) Given the reactants [F:1][C:2]([F:12])([F:11])[C@H:3]([C:5]1[CH:10]=[CH:9][CH:8]=[CH:7][CH:6]=1)[OH:4].Cl[C:14]1[N:15]=[C:16]([OH:30])[C:17]2[CH:23]=[CH:22][N:21]=[C:20]([C:24]3[N:25]=[CH:26][N:27]([CH3:29])[CH:28]=3)[C:18]=2[N:19]=1, predict the reaction product. The product is: [CH3:29][N:27]1[CH:28]=[C:24]([C:20]2[C:18]3[N:19]=[C:14]([O:4][C@@H:3]([C:5]4[CH:10]=[CH:9][CH:8]=[CH:7][CH:6]=4)[C:2]([F:11])([F:12])[F:1])[N:15]=[C:16]([OH:30])[C:17]=3[CH:23]=[CH:22][N:21]=2)[N:25]=[CH:26]1. (3) Given the reactants [CH2:1]([NH2:4])[CH2:2][CH3:3].Cl[C:6]1[C:15]2[C:10](=[CH:11][C:12]([C:16]([F:19])([F:18])[F:17])=[CH:13][CH:14]=2)[N:9]=[C:8]([C:20]2[CH:25]=[CH:24][CH:23]=[CH:22][C:21]=2[S:26][CH2:27][CH3:28])[N:7]=1.C(#N)C.C1COCC1, predict the reaction product. The product is: [CH2:27]([S:26][C:21]1[CH:22]=[CH:23][CH:24]=[CH:25][C:20]=1[C:8]1[N:7]=[C:6]([NH:4][CH2:1][CH2:2][CH3:3])[C:15]2[C:10](=[CH:11][C:12]([C:16]([F:17])([F:18])[F:19])=[CH:13][CH:14]=2)[N:9]=1)[CH3:28]. (4) Given the reactants [C:1]([C:5]1[CH:10]=[CH:9][C:8]([OH:11])=[CH:7][CH:6]=1)([CH3:4])([CH3:3])[CH3:2].C1(C)C=CC(S(O)(=O)=O)=CC=1.[CH3:23][O:24][C:25]1[CH:33]=[CH:32][C:28]([C:29]([CH3:31])=[CH2:30])=[CH:27][CH:26]=1, predict the reaction product. The product is: [CH3:23][O:24][C:25]1[CH:33]=[CH:32][C:28]([C:29]([C:9]2[CH:10]=[C:5]([C:1]([CH3:3])([CH3:2])[CH3:4])[CH:6]=[CH:7][C:8]=2[OH:11])([CH3:31])[CH3:30])=[CH:27][CH:26]=1. (5) Given the reactants [NH2:1][CH2:2][CH2:3][CH2:4][CH2:5][N:6]1[C:18]2[C:17]3[CH:16]=[CH:15][CH:14]=[CH:13][C:12]=3[N:11]=[C:10]([NH2:19])[C:9]=2[N:8]=[CH:7]1.[C:20]1([C:29]2[CH:34]=[CH:33][CH:32]=[CH:31][CH:30]=2)[CH:25]=[CH:24][C:23]([C:26](Cl)=[O:27])=[CH:22][CH:21]=1, predict the reaction product. The product is: [NH2:19][C:10]1[C:9]2[N:8]=[CH:7][N:6]([CH2:5][CH2:4][CH2:3][CH2:2][NH:1][C:26](=[O:27])[C:23]3[CH:24]=[CH:25][C:20]([C:29]4[CH:34]=[CH:33][CH:32]=[CH:31][CH:30]=4)=[CH:21][CH:22]=3)[C:18]=2[C:17]2[CH:16]=[CH:15][CH:14]=[CH:13][C:12]=2[N:11]=1.